Dataset: Forward reaction prediction with 1.9M reactions from USPTO patents (1976-2016). Task: Predict the product of the given reaction. (1) The product is: [Br:1][C:2]1[CH:11]=[CH:10][C:5]2=[N:6][O:7][N:8]=[C:4]2[CH:3]=1. Given the reactants [Br:1][C:2]1[CH:11]=[CH:10][C:5]2=[N+:6]([O-])[O:7][N:8]=[C:4]2[CH:3]=1.P(OCC)(OCC)OCC, predict the reaction product. (2) Given the reactants [S:1]1[CH:5]=[CH:4][CH:3]=[N:2]1.C([Li])CCC.[CH2:11]([Sn:15]([CH2:21][CH2:22][CH2:23][CH3:24])([CH2:17][CH2:18][CH2:19][CH3:20])Cl)[CH2:12][CH2:13][CH3:14].C(=O)(O)[O-].[Na+], predict the reaction product. The product is: [CH2:21]([Sn:15]([CH2:11][CH2:12][CH2:13][CH3:14])([CH2:17][CH2:18][CH2:19][CH3:20])[C:5]1[S:1][N:2]=[CH:3][CH:4]=1)[CH2:22][CH2:23][CH3:24]. (3) Given the reactants [CH3:1][O:2][C:3]1[CH:4]=[C:5]([NH:11][C:12]2[C:21]3[C:16](=[CH:17][CH:18]=[CH:19][CH:20]=3)[N:15]=[CH:14][N:13]=2)[CH:6]=[CH:7][C:8]=1[O:9][CH3:10].[CH3:22]I.[H-].[Na+], predict the reaction product. The product is: [CH3:1][O:2][C:3]1[CH:4]=[C:5]([N:11]([C:12]2[C:21]3[C:16](=[CH:17][CH:18]=[CH:19][CH:20]=3)[N:15]=[CH:14][N:13]=2)[CH3:22])[CH:6]=[CH:7][C:8]=1[O:9][CH3:10]. (4) Given the reactants C[C@@H]1CCCN[C@@H]1CN[C:10](=[O:16])[O:11][C:12]([CH3:15])([CH3:14])[CH3:13].[F:17][C:18]([F:28])([F:27])[C:19]1[C:20]([C:25]#[N:26])=[N:21][CH:22]=[CH:23][CH:24]=1, predict the reaction product. The product is: [F:28][C:18]([F:17])([F:27])[C@@H:19]1[CH2:24][CH2:23][CH2:22][NH:21][C@@H:20]1[CH2:25][NH:26][C:10](=[O:16])[O:11][C:12]([CH3:15])([CH3:14])[CH3:13].